From a dataset of Full USPTO retrosynthesis dataset with 1.9M reactions from patents (1976-2016). Predict the reactants needed to synthesize the given product. (1) Given the product [F:29][C:3]([F:2])([F:28])[C:4]1[CH:5]=[C:6]([CH:21]=[C:22]([C:24]([F:27])([F:25])[F:26])[CH:23]=1)[CH2:7][O:8][C@H:9]1[CH2:14][CH2:13][N:12]([C:39](=[S:40])[NH:38][CH3:37])[CH2:11][C@H:10]1[C:15]1[CH:16]=[CH:17][CH:18]=[CH:19][CH:20]=1, predict the reactants needed to synthesize it. The reactants are: Cl.[F:2][C:3]([F:29])([F:28])[C:4]1[CH:5]=[C:6]([CH:21]=[C:22]([C:24]([F:27])([F:26])[F:25])[CH:23]=1)[CH2:7][O:8][C@H:9]1[CH2:14][CH2:13][NH:12][CH2:11][C@H:10]1[C:15]1[CH:20]=[CH:19][CH:18]=[CH:17][CH:16]=1.CCN(CC)CC.[CH3:37][N:38]=[C:39]=[S:40].O. (2) Given the product [C:2]1([CH3:1])[CH:7]=[CH:6][CH:5]=[CH:4][C:3]=1[N:8]1[CH2:13][CH2:12][N:11]([CH2:15][CH2:16][CH2:17][CH2:18][N:19]2[C:23](=[O:24])[C:22]3[C:21](=[CH:28][CH:27]=[CH:26][CH:25]=3)[C:20]2=[O:29])[CH2:10][CH2:9]1, predict the reactants needed to synthesize it. The reactants are: [CH3:1][C:2]1[CH:7]=[CH:6][CH:5]=[CH:4][C:3]=1[N:8]1[CH2:13][CH2:12][NH:11][CH2:10][CH2:9]1.Br[CH2:15][CH2:16][CH2:17][CH2:18][N:19]1[C:23](=[O:24])[C:22]2=[CH:25][CH:26]=[CH:27][CH:28]=[C:21]2[C:20]1=[O:29].C([O-])([O-])=O.[K+].[K+]. (3) Given the product [CH2:1]([O:3][C:4](=[O:19])[C@@H:5]([O:17][CH3:18])[CH2:6][C:7]1[CH:12]=[CH:11][C:10]([O:13][CH2:21][CH2:22][CH2:23][O:24][C:25]2[CH:30]=[CH:29][C:28]([O:31][C:32]3[CH:37]=[CH:36][CH:35]=[CH:34][CH:33]=3)=[CH:27][CH:26]=2)=[C:9]([CH2:14][CH:15]=[CH2:16])[CH:8]=1)[CH3:2], predict the reactants needed to synthesize it. The reactants are: [CH2:1]([O:3][C:4](=[O:19])[C@@H:5]([O:17][CH3:18])[CH2:6][C:7]1[CH:12]=[CH:11][C:10]([OH:13])=[C:9]([CH2:14][CH:15]=[CH2:16])[CH:8]=1)[CH3:2].Br[CH2:21][CH2:22][CH2:23][O:24][C:25]1[CH:30]=[CH:29][C:28]([O:31][C:32]2[CH:37]=[CH:36][CH:35]=[CH:34][CH:33]=2)=[CH:27][CH:26]=1. (4) Given the product [C:20]([O:24][C:25]([N:27]1[CH2:32][CH2:31][N:30]([C:2]2[C:11]3[C:6](=[CH:7][CH:8]=[CH:9][CH:10]=3)[C:5]([Cl:12])=[N:4][N:3]=2)[CH2:29][CH2:28]1)=[O:26])([CH3:23])([CH3:21])[CH3:22], predict the reactants needed to synthesize it. The reactants are: Cl[C:2]1[C:11]2[C:6](=[CH:7][CH:8]=[CH:9][CH:10]=2)[C:5]([Cl:12])=[N:4][N:3]=1.C(N(CC)CC)C.[C:20]([O:24][C:25]([N:27]1[CH2:32][CH2:31][NH:30][CH2:29][CH2:28]1)=[O:26])([CH3:23])([CH3:22])[CH3:21].[Cl-].[Na+]. (5) Given the product [NH2:19][C:15]1([CH2:14][NH:13][C:10]2[C:9]3[C:4](=[CH:5][CH:6]=[CH:7][CH:8]=3)[N:3]=[C:2]([N:23]3[CH2:24][C:25]4[CH:30]=[CH:29][CH:28]=[CH:27][C:26]=4[S:20](=[O:32])(=[O:31])[CH2:21][CH2:22]3)[N:11]=2)[CH2:18][O:17][CH2:16]1, predict the reactants needed to synthesize it. The reactants are: Cl[C:2]1[N:11]=[C:10](Cl)[C:9]2[C:4](=[CH:5][CH:6]=[CH:7][CH:8]=2)[N:3]=1.[NH2:13][CH2:14][C:15]1([NH2:19])[CH2:18][O:17][CH2:16]1.[S:20]1(=[O:32])(=[O:31])[C:26]2[CH:27]=[CH:28][CH:29]=[CH:30][C:25]=2[CH2:24][NH:23][CH2:22][CH2:21]1. (6) Given the product [O:1]1[C:6]2[CH:7]=[CH:8][C:9]([S:11][C:12]3[CH:17]=[CH:16][C:15]([C:18]4[CH:19]=[CH:20][N:21]=[C:22]([N:38]5[CH2:39][CH2:40][CH:35]([OH:34])[CH2:36][CH2:37]5)[CH:23]=4)=[CH:14][C:13]=3[C:24]([F:25])([F:26])[F:27])=[CH:10][C:5]=2[O:4][CH2:3][CH2:2]1, predict the reactants needed to synthesize it. The reactants are: [O:1]1[C:6]2[CH:7]=[CH:8][C:9]([S:11][C:12]3[CH:17]=[CH:16][C:15]([C:18]4[CH:23]=[CH:22][N:21]=[CH:20][CH:19]=4)=[CH:14][C:13]=3[C:24]([F:27])([F:26])[F:25])=[CH:10][C:5]=2[O:4][CH2:3][CH2:2]1.OC1CCNC1.[OH:34][CH:35]1[CH2:40][CH2:39][NH:38][CH2:37][CH2:36]1. (7) Given the product [N+:8]([C:5]1[CH:6]=[CH:7][C:2]([N:11]2[CH2:16][CH2:15][O:14][C@@H:13]([CH2:17][OH:18])[CH2:12]2)=[CH:3][CH:4]=1)([O-:10])=[O:9], predict the reactants needed to synthesize it. The reactants are: F[C:2]1[CH:7]=[CH:6][C:5]([N+:8]([O-:10])=[O:9])=[CH:4][CH:3]=1.[NH:11]1[CH2:16][CH2:15][O:14][C@@H:13]([CH2:17][OH:18])[CH2:12]1.CCN(C(C)C)C(C)C.O. (8) The reactants are: [Cl:1][C:2]1[S:6][C:5]([C:7]([NH:9][CH2:10][C@H:11]([OH:26])[CH2:12][NH:13][C:14]2[CH:19]=[CH:18][C:17]([N:20]3[CH2:24][CH2:23][NH:22][C:21]3=[O:25])=[CH:16][CH:15]=2)=[O:8])=[CH:4][CH:3]=1.C1N=CN([C:32](N2C=NC=C2)=[S:33])C=1. Given the product [Cl:1][C:2]1[S:6][C:5]([C:7]([NH:9][CH2:10][C@@H:11]2[O:26][C:32](=[S:33])[N:13]([C:14]3[CH:15]=[CH:16][C:17]([N:20]4[CH2:24][CH2:23][NH:22][C:21]4=[O:25])=[CH:18][CH:19]=3)[CH2:12]2)=[O:8])=[CH:4][CH:3]=1, predict the reactants needed to synthesize it.